From a dataset of Catalyst prediction with 721,799 reactions and 888 catalyst types from USPTO. Predict which catalyst facilitates the given reaction. Reactant: [Cl:1][C:2]1[CH:7]=[C:6]([NH2:8])[CH:5]=[C:4]([Cl:9])[C:3]=1[OH:10].[C:11]([O:15][C:16](O[C:16]([O:15][C:11]([CH3:14])([CH3:13])[CH3:12])=[O:17])=[O:17])([CH3:14])([CH3:13])[CH3:12]. Product: [C:11]([O:15][C:16](=[O:17])[NH:8][C:6]1[CH:7]=[C:2]([Cl:1])[C:3]([OH:10])=[C:4]([Cl:9])[CH:5]=1)([CH3:14])([CH3:13])[CH3:12]. The catalyst class is: 7.